Dataset: Full USPTO retrosynthesis dataset with 1.9M reactions from patents (1976-2016). Task: Predict the reactants needed to synthesize the given product. Given the product [C:12]([C:5]1[N:6]=[C:7]([C:8]([CH3:10])=[CH2:9])[C:2]([NH:24][C@@H:25]2[CH2:29][CH2:28][N:27]([C:30]([O:32][C:33]([CH3:36])([CH3:35])[CH3:34])=[O:31])[CH2:26]2)=[N:3][C:4]=1[NH:15][C:16]1[CH:17]=[N:18][N:19]([CH2:21][CH2:22][OH:23])[CH:20]=1)(=[O:13])[NH2:14], predict the reactants needed to synthesize it. The reactants are: Cl[C:2]1[N:3]=[C:4]([NH:15][C:16]2[CH:17]=[N:18][N:19]([CH2:21][CH2:22][OH:23])[CH:20]=2)[C:5]([C:12]([NH2:14])=[O:13])=[N:6][C:7]=1[C:8](O)([CH3:10])[CH3:9].[NH2:24][C@@H:25]1[CH2:29][CH2:28][N:27]([C:30]([O:32][C:33]([CH3:36])([CH3:35])[CH3:34])=[O:31])[CH2:26]1.C(N(C(C)C)CC)(C)C.[Cl-].[Na+].O.O.